From a dataset of Full USPTO retrosynthesis dataset with 1.9M reactions from patents (1976-2016). Predict the reactants needed to synthesize the given product. (1) Given the product [F:1][C:2]1[CH:7]=[CH:6][CH:5]=[CH:4][C:3]=1[N:8]1[C:12](=[O:13])[C:11]([N+:16]([O-:18])=[O:17])=[C:10]([CH3:14])[N:9]1[CH3:15], predict the reactants needed to synthesize it. The reactants are: [F:1][C:2]1[CH:7]=[CH:6][CH:5]=[CH:4][C:3]=1[N:8]1[C:12](=[O:13])[CH:11]=[C:10]([CH3:14])[N:9]1[CH3:15].[N+:16]([O-])([OH:18])=[O:17].O.CC(OC)(C)C. (2) The reactants are: [NH2:1][C:2]1[N:10]=[C:9]2[C:5]([N:6]=[CH:7][N:8]2[CH2:11][CH2:12][CH2:13][N:14]=[N+]=[N-])=[C:4]([O:17][CH2:18][C:19]2[CH:32]=[CH:31][C:22]([CH2:23][NH:24][C:25](=[O:30])[C:26]([F:29])([F:28])[F:27])=[CH:21][CH:20]=2)[N:3]=1.CP(C)C. Given the product [NH2:1][C:2]1[N:10]=[C:9]2[C:5]([N:6]=[CH:7][N:8]2[CH2:11][CH2:12][CH2:13][NH2:14])=[C:4]([O:17][CH2:18][C:19]2[CH:20]=[CH:21][C:22]([CH2:23][NH:24][C:25](=[O:30])[C:26]([F:27])([F:29])[F:28])=[CH:31][CH:32]=2)[N:3]=1, predict the reactants needed to synthesize it. (3) Given the product [NH2:8][CH:9]1[CH2:10][N:11]([C:13]([C@@H:14]2[CH2:18][C@@H:17]([OH:19])[CH2:16][N:15]2[C:20]2([C:47]3[CH:52]=[C:51]([CH3:53])[CH:50]=[CH:49][C:48]=3[O:54][CH3:55])[C:28]3[C:23](=[CH:24][CH:25]=[C:26]([Cl:29])[CH:27]=3)[N:22]([S:30]([C:33]3[CH:38]=[CH:37][C:36]([O:39][CH3:40])=[CH:35][C:34]=3[O:41][C:42]([F:44])([F:45])[F:43])(=[O:31])=[O:32])[C:21]2=[O:46])=[O:56])[CH2:12]1, predict the reactants needed to synthesize it. The reactants are: Cl.C(OC(=O)[NH:8][CH:9]1[CH2:12][N:11]([C:13](=[O:56])[C@@H:14]2[CH2:18][C@@H:17]([OH:19])[CH2:16][N:15]2[C:20]2([C:47]3[CH:52]=[C:51]([CH3:53])[CH:50]=[CH:49][C:48]=3[O:54][CH3:55])[C:28]3[C:23](=[CH:24][CH:25]=[C:26]([Cl:29])[CH:27]=3)[N:22]([S:30]([C:33]3[CH:38]=[CH:37][C:36]([O:39][CH3:40])=[CH:35][C:34]=3[O:41][C:42]([F:45])([F:44])[F:43])(=[O:32])=[O:31])[C:21]2=[O:46])[CH2:10]1)(C)(C)C.C([O-])(O)=O.[Na+]. (4) Given the product [CH2:17]([O:24][C:25]1[N:26]=[C:27]([O:16][C@H:10]2[CH2:9][N:8]([C:6]([O:5][C:2]([CH3:1])([CH3:3])[CH3:4])=[O:7])[C@H:12]([C:13]([OH:15])=[O:14])[CH2:11]2)[CH:28]=[CH:29][CH:30]=1)[C:18]1[CH:19]=[CH:20][CH:21]=[CH:22][CH:23]=1, predict the reactants needed to synthesize it. The reactants are: [CH3:1][C:2]([O:5][C:6]([N:8]1[C@H:12]([C:13]([OH:15])=[O:14])[CH2:11][CH:10]([OH:16])[CH2:9]1)=[O:7])([CH3:4])[CH3:3].[CH2:17]([O:24][C:25]1[CH:30]=[CH:29][CH:28]=[C:27](F)[N:26]=1)[C:18]1[CH:23]=[CH:22][CH:21]=[CH:20][CH:19]=1.CC(C)([O-])C.[K+].S(=O)(=O)(O)[O-].[K+].